This data is from CYP1A2 inhibition data for predicting drug metabolism from PubChem BioAssay. The task is: Regression/Classification. Given a drug SMILES string, predict its absorption, distribution, metabolism, or excretion properties. Task type varies by dataset: regression for continuous measurements (e.g., permeability, clearance, half-life) or binary classification for categorical outcomes (e.g., BBB penetration, CYP inhibition). Dataset: cyp1a2_veith. (1) The molecule is CCOC(=O)Cn1c(CN(Cc2ccccc2)Cc2ccccc2)nc2c1c(=O)[nH]c(=O)n2C. The result is 0 (non-inhibitor). (2) The drug is Cc1c(NC(=O)NC(C)N2C(=O)C3C4C=CC(C4)C3C2=O)c(=O)n(-c2ccccc2)n1C. The result is 0 (non-inhibitor). (3) The molecule is Cn1c(C(=O)Nc2ccccc2)cc2sccc21. The result is 1 (inhibitor). (4) The molecule is CO[C@H]1COC(=O)C/C=C\[C@H](C)COC(=O)[C@@H](OCc2ccccc2)/C=C\[C@@H]1C. The result is 0 (non-inhibitor). (5) The compound is Cc1sc(=NC(=O)c2ccco2)n(C)c1-c1ccccc1. The result is 1 (inhibitor). (6) The drug is O=C(O)c1ccc(S(=O)(=O)N=Nc2c(O)[nH]c3ccccc23)cc1. The result is 0 (non-inhibitor). (7) The compound is COC(=O)CCSc1cc([N+](=O)[O-])cc2c1c(C1OCCS1)nn2-c1ccccc1. The result is 1 (inhibitor). (8) The result is 0 (non-inhibitor). The drug is CCCC[C@H]1C[C@@H]1[C@@H]1N(P(=O)(c2ccccc2)c2ccccc2)C[C@@](O)(c2ccccc2)CC12CC2. (9) The result is 0 (non-inhibitor). The compound is CC(=O)C[C@H](c1ccc([N+](=O)[O-])cc1)c1c(O)c2ccccc2oc1=O.